From a dataset of Retrosynthesis with 50K atom-mapped reactions and 10 reaction types from USPTO. Predict the reactants needed to synthesize the given product. The reactants are: CN(C)CCCN.O=C(CC1CCCCCC1=O)c1ccc(Br)cc1. Given the product CN(C)CCCn1c(-c2ccc(Br)cc2)cc2c1CCCCC2, predict the reactants needed to synthesize it.